Dataset: NCI-60 drug combinations with 297,098 pairs across 59 cell lines. Task: Regression. Given two drug SMILES strings and cell line genomic features, predict the synergy score measuring deviation from expected non-interaction effect. (1) Drug 1: C1=CC(=CC=C1C#N)C(C2=CC=C(C=C2)C#N)N3C=NC=N3. Drug 2: C1=CC=C(C=C1)NC(=O)CCCCCCC(=O)NO. Cell line: SK-MEL-5. Synergy scores: CSS=26.6, Synergy_ZIP=-1.42, Synergy_Bliss=5.84, Synergy_Loewe=-8.89, Synergy_HSA=-6.69. (2) Drug 1: CC(C)(C#N)C1=CC(=CC(=C1)CN2C=NC=N2)C(C)(C)C#N. Drug 2: C1CC(=O)NC(=O)C1N2C(=O)C3=CC=CC=C3C2=O. Cell line: MCF7. Synergy scores: CSS=-0.178, Synergy_ZIP=-0.110, Synergy_Bliss=-0.842, Synergy_Loewe=-2.29, Synergy_HSA=-2.29. (3) Drug 1: CC12CCC3C(C1CCC2O)C(CC4=C3C=CC(=C4)O)CCCCCCCCCS(=O)CCCC(C(F)(F)F)(F)F. Drug 2: N.N.Cl[Pt+2]Cl. Cell line: MOLT-4. Synergy scores: CSS=48.3, Synergy_ZIP=-2.62, Synergy_Bliss=-4.31, Synergy_Loewe=-15.5, Synergy_HSA=-2.35. (4) Drug 1: C1CC(=O)NC(=O)C1N2CC3=C(C2=O)C=CC=C3N. Drug 2: C1=NC2=C(N1)C(=S)N=C(N2)N. Cell line: MCF7. Synergy scores: CSS=32.8, Synergy_ZIP=0.858, Synergy_Bliss=0.935, Synergy_Loewe=-17.3, Synergy_HSA=2.54. (5) Drug 1: CN(C)N=NC1=C(NC=N1)C(=O)N. Drug 2: CC(C1=C(C=CC(=C1Cl)F)Cl)OC2=C(N=CC(=C2)C3=CN(N=C3)C4CCNCC4)N. Cell line: OVCAR-5. Synergy scores: CSS=3.17, Synergy_ZIP=-1.86, Synergy_Bliss=1.09, Synergy_Loewe=-5.59, Synergy_HSA=-0.694.